Dataset: Forward reaction prediction with 1.9M reactions from USPTO patents (1976-2016). Task: Predict the product of the given reaction. Given the reactants CO[CH:3](OC)[CH2:4][NH:5][C:6]1[N:11]=[C:10]([NH2:12])[N:9]2[N:13]=[C:14]([C:16]3[O:17][CH:18]=[CH:19][CH:20]=3)[N:15]=[C:8]2[N:7]=1.C(O)(C(F)(F)F)=O.O.[F:31][C:32]1[CH:37]=[C:36]([F:38])[CH:35]=[CH:34][C:33]=1[N:39]1[CH2:44][CH2:43][NH:42][CH2:41][CH2:40]1.N1CCNCC1.BrC1C=CC(F)=CC=1F.[BH-](OC(C)=O)(OC(C)=O)OC(C)=O.[Na+], predict the reaction product. The product is: [F:31][C:32]1[CH:37]=[C:36]([F:38])[CH:35]=[CH:34][C:33]=1[N:39]1[CH2:40][CH2:41][N:42]([CH2:3][CH2:4][NH:5][C:6]2[N:11]=[C:10]([NH2:12])[N:9]3[N:13]=[C:14]([C:16]4[O:17][CH:18]=[CH:19][CH:20]=4)[N:15]=[C:8]3[N:7]=2)[CH2:43][CH2:44]1.